Dataset: Peptide-MHC class I binding affinity with 185,985 pairs from IEDB/IMGT. Task: Regression. Given a peptide amino acid sequence and an MHC pseudo amino acid sequence, predict their binding affinity value. This is MHC class I binding data. (1) The peptide sequence is MQGKDFNHL. The MHC is HLA-B51:01 with pseudo-sequence HLA-B51:01. The binding affinity (normalized) is 0.0847. (2) The peptide sequence is ILMWNKQFIK. The MHC is HLA-A03:01 with pseudo-sequence HLA-A03:01. The binding affinity (normalized) is 0.762. (3) The peptide sequence is ADYLSCSHF. The MHC is HLA-B40:01 with pseudo-sequence HLA-B40:01. The binding affinity (normalized) is 0.00556. (4) The binding affinity (normalized) is 0.0847. The peptide sequence is VVYKEAKIK. The MHC is HLA-A26:01 with pseudo-sequence HLA-A26:01. (5) The peptide sequence is FRYCAPPGYA. The MHC is Mamu-B03 with pseudo-sequence Mamu-B03. The binding affinity (normalized) is 0.501. (6) The peptide sequence is QREIFSAWI. The MHC is HLA-A24:02 with pseudo-sequence HLA-A24:02. The binding affinity (normalized) is 0.